From a dataset of Catalyst prediction with 721,799 reactions and 888 catalyst types from USPTO. Predict which catalyst facilitates the given reaction. (1) Reactant: [CH3:13][C:12]([O:11][C:9](O[C:9]([O:11][C:12]([CH3:15])([CH3:14])[CH3:13])=[O:10])=[O:10])([CH3:15])[CH3:14].C(=O)([O-])[O-].[K+].[K+].[O:22]=[C:23]1[CH2:43][CH2:42][C:26]2([CH2:31][CH2:30][N:29](C(OCC3C=CC=CC=3)=O)[CH2:28][CH2:27]2)[CH:25]=[CH:24]1. Product: [O:22]=[C:23]1[CH2:43][CH2:42][C:26]2([CH2:27][CH2:28][N:29]([C:9]([O:11][C:12]([CH3:13])([CH3:14])[CH3:15])=[O:10])[CH2:30][CH2:31]2)[CH2:25][CH2:24]1. The catalyst class is: 748. (2) Reactant: [CH2:1]([C@@H:3]1[C@@H:7]([C:8]2[CH:13]=[CH:12][C:11]([O:14][CH3:15])=[CH:10][CH:9]=2)[O:6][C:5](=[O:16])[NH:4]1)[CH3:2].[Cl:17][C:18]1[CH:23]=[C:22](Cl)[N:21]=[C:20]([N:25]2[CH2:30][CH2:29][O:28][CH2:27][CH2:26]2)[N:19]=1. Product: [Cl:17][C:18]1[N:19]=[C:20]([N:25]2[CH2:30][CH2:29][O:28][CH2:27][CH2:26]2)[N:21]=[C:22]([N:4]2[C@@H:3]([CH2:1][CH3:2])[C@H:7]([C:8]3[CH:13]=[CH:12][C:11]([O:14][CH3:15])=[CH:10][CH:9]=3)[O:6][C:5]2=[O:16])[CH:23]=1. The catalyst class is: 3. (3) Product: [CH3:39][CH:40]1[CH2:44][CH2:43][CH2:42][N:41]1[CH2:2][CH2:3][CH2:4][O:5][C:6]1[CH:11]=[CH:10][C:9]([C:12]2[S:13][C:14]3[CH2:19][CH2:18][CH:17]([NH:20][C:21](=[O:30])[O:22][CH2:23][C:24]4[CH:29]=[CH:28][CH:27]=[CH:26][CH:25]=4)[C:15]=3[N:16]=2)=[CH:8][CH:7]=1. The catalyst class is: 10. Reactant: Cl[CH2:2][CH2:3][CH2:4][O:5][C:6]1[CH:11]=[CH:10][C:9]([C:12]2[S:13][C:14]3[CH2:19][CH2:18][CH:17]([NH:20][C:21](=[O:30])[O:22][CH2:23][C:24]4[CH:29]=[CH:28][CH:27]=[CH:26][CH:25]=4)[C:15]=3[N:16]=2)=[CH:8][CH:7]=1.C(=O)([O-])[O-].[K+].[K+].[I-].[Na+].[CH3:39][CH:40]1[CH2:44][CH2:43][CH2:42][NH:41]1. (4) Reactant: Cl[C:2]1[CH:7]=[C:6]([NH2:8])[CH:5]=[CH:4][N:3]=1.[OH-].[Na+].[CH2:11]([OH:15])[CH2:12][CH2:13][CH3:14]. Product: [CH2:11]([O:15][C:2]1[CH:7]=[C:6]([NH2:8])[CH:5]=[CH:4][N:3]=1)[CH2:12][CH2:13][CH3:14]. The catalyst class is: 6. (5) Product: [Br:1][C:2]1[CH:9]=[CH:8][C:5]([CH2:6][N:15]([CH2:14][CH2:13][O:12][CH3:10])[CH2:16][CH3:17])=[CH:4][CH:3]=1. The catalyst class is: 3. Reactant: [Br:1][C:2]1[CH:9]=[CH:8][C:5]([CH2:6]Br)=[CH:4][CH:3]=1.[CH2:10]([O:12][CH2:13][CH2:14][NH:15][CH2:16][CH3:17])C.